From a dataset of Forward reaction prediction with 1.9M reactions from USPTO patents (1976-2016). Predict the product of the given reaction. (1) The product is: [CH3:1][NH:2][C:3]([N:25]1[CH2:26][CH2:27][O:28][CH2:29][CH:24]1[C:22]1[O:21][N:20]=[C:19]([C:15]2[CH:16]=[CH:17][CH:18]=[C:13]([Cl:12])[CH:14]=2)[N:23]=1)=[S:4]. Given the reactants [CH3:1][N:2]=[C:3]=[S:4].CCN(CC)CC.[Cl:12][C:13]1[CH:14]=[C:15]([C:19]2[N:23]=[C:22]([CH:24]3[CH2:29][O:28][CH2:27][CH2:26][NH:25]3)[O:21][N:20]=2)[CH:16]=[CH:17][CH:18]=1, predict the reaction product. (2) Given the reactants [CH2:1]([O:8][C:9]1[CH:17]=[C:16]2[C:12]([C:13]([C:18](=[O:20])[CH3:19])=[CH:14][NH:15]2)=[CH:11][CH:10]=1)[C:2]1[CH:7]=[CH:6][CH:5]=[CH:4][CH:3]=1.C(=O)([O-])[O-].[K+].[K+].Br[CH2:28][C:29]([O:31][C:32]([CH3:35])([CH3:34])[CH3:33])=[O:30].O, predict the reaction product. The product is: [C:18]([C:13]1[C:12]2[C:16](=[CH:17][C:9]([O:8][CH2:1][C:2]3[CH:3]=[CH:4][CH:5]=[CH:6][CH:7]=3)=[CH:10][CH:11]=2)[N:15]([CH2:28][C:29]([O:31][C:32]([CH3:35])([CH3:34])[CH3:33])=[O:30])[CH:14]=1)(=[O:20])[CH3:19]. (3) Given the reactants [OH-].[Li+].[F:3][C:4]1([F:23])[CH2:7][CH:6]([NH:8][C:9]2[N:18]=[CH:17][C:16]([C:19]([F:22])([F:21])[F:20])=[CH:15][C:10]=2[C:11]([O:13]C)=[O:12])[CH2:5]1, predict the reaction product. The product is: [F:23][C:4]1([F:3])[CH2:5][CH:6]([NH:8][C:9]2[N:18]=[CH:17][C:16]([C:19]([F:20])([F:21])[F:22])=[CH:15][C:10]=2[C:11]([OH:13])=[O:12])[CH2:7]1. (4) Given the reactants [OH-].[Na+].C([O:5][C:6]([C:8]1[C:9]([NH:28][C:29]2[CH:30]=[C:31]([CH3:35])[CH:32]=[CH:33][CH:34]=2)=[N:10][C:11]([CH2:14][CH2:15][CH2:16][N:17]2[C:25](=[O:26])[C:24]3[C:19](=[CH:20][CH:21]=[CH:22][CH:23]=3)[C:18]2=[O:27])=[N:12][CH:13]=1)=[O:7])C.Cl, predict the reaction product. The product is: [O:26]=[C:25]1[C:24]2[C:19](=[CH:20][CH:21]=[CH:22][CH:23]=2)[C:18](=[O:27])[N:17]1[CH2:16][CH2:15][CH2:14][C:11]1[N:10]=[C:9]([NH:28][C:29]2[CH:30]=[C:31]([CH3:35])[CH:32]=[CH:33][CH:34]=2)[C:8]([C:6]([OH:7])=[O:5])=[CH:13][N:12]=1. (5) Given the reactants [CH:1]([N-:4][CH:5]([CH3:7])C)([CH3:3])C.[Li+].[F:9][C:10]([F:25])([F:24])[C:11]1[C:12](N2CCC(=O)CC2)=[N:13][CH:14]=[CH:15][CH:16]=1.[C:26]1(N(S(C(F)(F)F)(=O)=O)S(C(F)(F)F)(=O)=O)[CH:31]=CC=CC=1.C(N(CC)CC)C.[CH3:54][OH:55].[C]=[O:57], predict the reaction product. The product is: [F:25][C:10]([F:9])([F:24])[C:11]1[C:12]([N:4]2[CH2:1][CH:3]=[C:31]([C:26]([O:55][CH3:54])=[O:57])[CH2:7][CH2:5]2)=[N:13][CH:14]=[CH:15][CH:16]=1. (6) Given the reactants [Cl:1][C:2]1[CH:3]=[C:4]([CH:9]([NH:14][C:15]([O:17]CC2C3C=CC=CC=3C3C2=CC=CC=3)=O)[CH2:10][C:11]([OH:13])=[O:12])[CH:5]=[C:6]([Cl:8])[CH:7]=1.[N:32]1[CH:37]=[CH:36][CH:35]=[CH:34][C:33]=1[NH:38][CH2:39][CH2:40][O:41][C:42]([NH:44][CH2:45]C(O)=O)=[O:43], predict the reaction product. The product is: [Cl:8][C:6]1[CH:5]=[C:4]([CH:9]([NH:14][C:15](=[O:17])[CH2:45][NH:44][C:42]([O:41][CH2:40][CH2:39][NH:38][C:33]2[CH:34]=[CH:35][CH:36]=[CH:37][N:32]=2)=[O:43])[CH2:10][C:11]([OH:13])=[O:12])[CH:3]=[C:2]([Cl:1])[CH:7]=1. (7) The product is: [C:1]([O:5][C:6]([NH:8][CH2:9][CH2:10][C:11]([O:13][CH2:56][CH2:55][O:54][C:51]1[CH:52]=[CH:53][C:48]([C:44]2[C:45]([C:46]#[N:47])=[C:40]([S:39][CH2:38][C:36]3[N:37]=[C:33]([C:30]4[CH:29]=[CH:28][C:27]([Cl:26])=[CH:32][CH:31]=4)[S:34][CH:35]=3)[N:41]=[C:42]([N:22]3[CH2:21][CH2:24][CH2:23]3)[C:43]=2[C:58]#[N:59])=[CH:49][CH:50]=1)=[O:12])=[O:7])([CH3:4])([CH3:2])[CH3:3]. Given the reactants [C:1]([O:5][C:6]([NH:8][CH2:9][CH2:10][C:11]([OH:13])=[O:12])=[O:7])([CH3:4])([CH3:3])[CH3:2].Cl.CN(C)CCCN=[C:21]=[N:22][CH2:23][CH3:24].[Cl:26][C:27]1[CH:32]=[CH:31][C:30]([C:33]2[S:34][CH:35]=[C:36]([CH2:38][S:39][C:40]3[C:45]([C:46]#[N:47])=[C:44]([C:48]4[CH:53]=[CH:52][C:51]([O:54][CH2:55][CH2:56]O)=[CH:50][CH:49]=4)[C:43]([C:58]#[N:59])=[CH:42][N:41]=3)[N:37]=2)=[CH:29][CH:28]=1, predict the reaction product. (8) Given the reactants [Br:1][C:2]1[CH:3]=[C:4]([CH:7]=[CH:8][CH:9]=1)[CH:5]=O.[C:10]([O:14][C:15]([NH:17][CH:18](P(OC)(OC)=O)[C:19]([O:21][CH3:22])=[O:20])=[O:16])([CH3:13])([CH3:12])[CH3:11].O.C(OCC)(=O)C, predict the reaction product. The product is: [Br:1][C:2]1[CH:3]=[C:4](/[CH:5]=[C:18](\[NH:17][C:15]([O:14][C:10]([CH3:13])([CH3:12])[CH3:11])=[O:16])/[C:19]([O:21][CH3:22])=[O:20])[CH:7]=[CH:8][CH:9]=1.